From a dataset of Forward reaction prediction with 1.9M reactions from USPTO patents (1976-2016). Predict the product of the given reaction. (1) Given the reactants [C:1]([O:5][C:6]([NH:8][C@H:9]([C:23]([O:25][CH3:26])=[O:24])[CH2:10][C:11]1[CH:16]=[CH:15][C:14]([O:17][C@H:18]2[CH2:21][C@H:20]([OH:22])[CH2:19]2)=[CH:13][CH:12]=1)=[O:7])([CH3:4])([CH3:3])[CH3:2].N1C=CC=CC=1.[C:33]1([CH3:53])[CH:38]=[CH:37][C:36]([S:39](O[S:39]([C:36]2[CH:37]=[CH:38][C:33]([CH3:53])=[CH:34][CH:35]=2)(=[O:41])=[O:40])(=[O:41])=[O:40])=[CH:35][CH:34]=1, predict the reaction product. The product is: [C:1]([O:5][C:6]([NH:8][C@H:9]([C:23]([O:25][CH3:26])=[O:24])[CH2:10][C:11]1[CH:16]=[CH:15][C:14]([O:17][C@H:18]2[CH2:21][C@H:20]([O:22][S:39]([C:36]3[CH:37]=[CH:38][C:33]([CH3:53])=[CH:34][CH:35]=3)(=[O:41])=[O:40])[CH2:19]2)=[CH:13][CH:12]=1)=[O:7])([CH3:3])([CH3:4])[CH3:2]. (2) The product is: [C:39]([O:43][C:44](=[O:53])[NH:45][C:46]1[CH:47]=[CH:48][C:49]([O:27][CH2:26][CH2:25][CH2:24][O:23][C:22]2[C:21]([Cl:20])=[CH:31][C:30]([O:32][CH2:33][CH:34]=[C:35]([Cl:37])[Cl:36])=[CH:29][C:28]=2[Cl:38])=[CH:50][CH:51]=1)([CH3:42])([CH3:40])[CH3:41]. Given the reactants C1(P(C2C=CC=CC=2)C2C=CC=CC=2)C=CC=CC=1.[Cl:20][C:21]1[CH:31]=[C:30]([O:32][CH2:33][CH:34]=[C:35]([Cl:37])[Cl:36])[CH:29]=[C:28]([Cl:38])[C:22]=1[O:23][CH2:24][CH2:25][CH2:26][OH:27].[C:39]([O:43][C:44](=[O:53])[NH:45][C:46]1[CH:51]=[CH:50][C:49](O)=[CH:48][CH:47]=1)([CH3:42])([CH3:41])[CH3:40], predict the reaction product. (3) Given the reactants [C:1]([NH:4][C:5]1[N:9]([C:10]2[CH:15]=[C:14]([S:16][CH2:17][C:18]([F:21])([F:20])[F:19])[C:13]([CH3:22])=[CH:12][C:11]=2[F:23])[N:8]=[C:7]([OH:24])[CH:6]=1)(=[O:3])[CH3:2].C(=O)([O-])[O-].[K+].[K+].FC(F)(C(F)(F)F)C(F)(F)C(S(O[CH2:41][C:42]([F:56])([F:55])[O:43][C:44]([F:54])([F:53])[C:45]([O:48][C:49]([F:52])([F:51])[F:50])([F:47])[F:46])(=O)=O)(F)F.O, predict the reaction product. The product is: [C:1]([NH:4][C:5]1[N:9]([C:10]2[CH:15]=[C:14]([S:16][CH2:17][C:18]([F:19])([F:20])[F:21])[C:13]([CH3:22])=[CH:12][C:11]=2[F:23])[N:8]=[C:7]([O:24][CH2:41][C:42]([F:55])([F:56])[O:43][C:44]([F:53])([F:54])[C:45]([O:48][C:49]([F:50])([F:51])[F:52])([F:47])[F:46])[CH:6]=1)(=[O:3])[CH3:2]. (4) Given the reactants [C:1]1([C:7]2[C:8](O)=[N:9][C:10]3[C:15]([N:16]=2)=[CH:14][CH:13]=[CH:12][CH:11]=3)[CH:6]=[CH:5][CH:4]=[CH:3][CH:2]=1.S(Cl)([Cl:20])=O, predict the reaction product. The product is: [Cl:20][C:8]1[C:7]([C:1]2[CH:6]=[CH:5][CH:4]=[CH:3][CH:2]=2)=[N:16][C:15]2[C:10](=[CH:11][CH:12]=[CH:13][CH:14]=2)[N:9]=1.